Predict the reactants needed to synthesize the given product. From a dataset of Full USPTO retrosynthesis dataset with 1.9M reactions from patents (1976-2016). (1) Given the product [Cl:40][C:41]1[CH:42]=[C:43]([NH:44][C:38]([NH:37][C:35](=[O:36])[C:29]2[CH:30]=[CH:31][C:32]([CH3:34])=[CH:33][C:28]=2[CH3:27])=[S:39])[CH:45]=[CH:46][C:47]=1[O:48][C:49]1[C:58]2[C:53](=[CH:54][C:55]([O:61][CH3:62])=[C:56]([O:59][CH3:60])[CH:57]=2)[N:52]=[CH:51][CH:50]=1, predict the reactants needed to synthesize it. The reactants are: S(Cl)(Cl)=O.CC1C=C(C)C=CC=1C(O)=O.CC1C=C(C)C=CC=1C(Cl)=O.[CH3:27][C:28]1[CH:33]=[C:32]([CH3:34])[CH:31]=[CH:30][C:29]=1[C:35]([N:37]=[C:38]=[S:39])=[O:36].[Cl:40][C:41]1[CH:42]=[C:43]([CH:45]=[CH:46][C:47]=1[O:48][C:49]1[C:58]2[C:53](=[CH:54][C:55]([O:61][CH3:62])=[C:56]([O:59][CH3:60])[CH:57]=2)[N:52]=[CH:51][CH:50]=1)[NH2:44]. (2) The reactants are: C([O:8][C:9]1[C:10](=[O:28])[CH:11]=[CH:12][N:13]2[CH2:18][CH2:17][N:16]([CH2:19][C:20]3[CH:25]=[CH:24][C:23]([F:26])=[CH:22][CH:21]=3)[C:15](=[O:27])[C:14]=12)C1C=CC=CC=1.CO. Given the product [F:26][C:23]1[CH:22]=[CH:21][C:20]([CH2:19][N:16]2[CH2:17][CH2:18][N:13]3[CH:12]=[CH:11][C:10](=[O:28])[C:9]([OH:8])=[C:14]3[C:15]2=[O:27])=[CH:25][CH:24]=1, predict the reactants needed to synthesize it. (3) Given the product [CH2:1]([N:8]1[C:16]2[C:11](=[CH:12][C:13]([NH:17][C:18]3[CH:28]=[CH:27][C:26]([O:29][C:32]4[CH:31]=[CH:34][CH:37]=[CH:38][C:43]=4[S:44]([CH3:47])(=[O:46])=[O:45])=[CH:25][C:19]=3[C:20]([OH:22])=[O:21])=[CH:14][CH:15]=2)[CH:10]=[CH:9]1)[C:2]1[CH:3]=[CH:4][CH:5]=[CH:6][CH:7]=1, predict the reactants needed to synthesize it. The reactants are: [CH2:1]([N:8]1[C:16]2[C:11](=[CH:12][C:13]([NH:17][C:18]3[CH:28]=[CH:27][C:26]([OH:29])=[CH:25][C:19]=3[C:20]([O:22]CC)=[O:21])=[CH:14][CH:15]=2)[CH:10]=[CH:9]1)[C:2]1[CH:7]=[CH:6][CH:5]=[CH:4][CH:3]=1.C[C:31]([CH3:34])([O-])[CH3:32].[K+].F[C:37]1C=CC=C[C:38]=1[CH2:43][S:44]([CH2:47]C1C=CC=CC=1F)(=[O:46])=[O:45].C(=O)([O-])[O-].[Cs+].[Cs+]. (4) Given the product [CH2:17]([N:7]1[CH:8]=[C:4]([CH:3]([O:2][CH3:1])[O:15][CH3:16])[N:5]=[C:6]1[C:9]1[CH:10]=[CH:11][CH:12]=[CH:13][CH:14]=1)[CH2:18][CH2:19][CH3:20], predict the reactants needed to synthesize it. The reactants are: [CH3:1][O:2][CH:3]([O:15][CH3:16])[C:4]1[N:5]=[C:6]([C:9]2[CH:14]=[CH:13][CH:12]=[CH:11][CH:10]=2)[NH:7][CH:8]=1.[CH2:17](Br)[CH2:18][CH2:19][CH3:20].[OH-].[K+]. (5) Given the product [Br:1][C:2]1[CH:3]=[C:4]([CH:5]2[C:12]([C:11]([O:17][CH3:18])=[O:16])=[C:13]([CH3:15])[NH:19][C:20]3[CH2:24][CH2:23][C:22](=[O:25])[C:21]2=3)[CH:7]=[CH:8][C:9]=1[F:10], predict the reactants needed to synthesize it. The reactants are: [Br:1][C:2]1[CH:3]=[C:4]([CH:7]=[CH:8][C:9]=1[F:10])[CH:5]=O.[C:11]([O:17][CH3:18])(=[O:16])[CH2:12][C:13]([CH3:15])=O.[NH2:19][C:20]1[CH2:24][CH2:23][C:22](=[O:25])[CH:21]=1. (6) The reactants are: CC(CCC[C@H]([C@@H]1[C@]2(C)[C@H]([C@H]3[C@H](CC2)[C@]2(C)C(C[C@H](CC2)O)=CC3)CC1)C)C.[C:29]([O:48][CH2:49][C@H:50]([CH2:71][O:72][P:73]([O:76][CH2:77][CH2:78][NH2:79])([OH:75])=[O:74])[O:51][C:52](=[O:70])[CH2:53][CH2:54][CH2:55][CH2:56][CH2:57][CH2:58][CH2:59]/[CH:60]=[CH:61]\[CH2:62]/[CH:63]=C\CCCCC)(=[O:47])[CH2:30][CH2:31][CH2:32][CH2:33][CH2:34][CH2:35][CH2:36]/[CH:37]=[CH:38]\[CH2:39]/[CH:40]=C\CCCCC. Given the product [CH3:40][CH2:39][CH2:38][CH2:37][CH2:36][CH2:35][CH2:34][CH2:33][CH2:32][CH2:31][CH2:30][C:29]([O:48][CH2:49][C@@H:50]([O:51][C:52]([CH2:53][CH2:54][CH2:55][CH2:56][CH2:57][CH2:58][CH2:59][CH2:60][CH2:61][CH2:62][CH3:63])=[O:70])[CH2:71][O:72][P:73]([O:76][CH2:77][CH2:78][NH2:79])([OH:75])=[O:74])=[O:47], predict the reactants needed to synthesize it. (7) Given the product [NH2:8][C:9]1[O:17][C:16]2[C:11](=[N:12][CH:13]=[C:14]([CH2:18][N:19]3[CH2:22][CH:21]([F:23])[CH2:20]3)[CH:15]=2)[C:10]=1[C:24]([NH:26][C:27]1[CH:28]=[N:29][CH:30]=[CH:31][C:32]=1[N:33]1[CH2:38][C@H:37]([C:39]([F:41])([F:42])[F:40])[CH2:36][C@H:35]([NH2:43])[CH2:34]1)=[O:25], predict the reactants needed to synthesize it. The reactants are: C(OC([NH:8][C:9]1[O:17][C:16]2[C:11](=[N:12][CH:13]=[C:14]([CH2:18][N:19]3[CH2:22][CH:21]([F:23])[CH2:20]3)[CH:15]=2)[C:10]=1[C:24]([NH:26][C:27]1[CH:28]=[N:29][CH:30]=[CH:31][C:32]=1[N:33]1[CH2:38][C@H:37]([C:39]([F:42])([F:41])[F:40])[CH2:36][C@H:35]([NH:43]C(=O)OC(C)(C)C)[CH2:34]1)=[O:25])=O)(C)(C)C.Cl.O1CCOCC1. (8) Given the product [C:26]([N:23]1[CH2:24][CH2:25][C:20]2[N:19]([CH:34]3[CH2:39][CH2:38][N:37]([C:40](=[O:42])[CH3:41])[CH2:36][CH2:35]3)[N:18]=[C:17]([N:13]3[C:14]4[C:9](=[CH:8][C:7]([C:5]5[CH:4]=[N:3][N:2]([CH3:1])[CH:6]=5)=[CH:16][CH:15]=4)[CH2:10][CH2:11][CH2:12]3)[C:21]=2[CH2:22]1)(=[O:28])[CH3:27], predict the reactants needed to synthesize it. The reactants are: [CH3:1][N:2]1[CH:6]=[C:5]([C:7]2[CH:8]=[C:9]3[C:14](=[CH:15][CH:16]=2)[N:13]([C:17]2[C:21]4[CH2:22][N:23]([C:26](=[O:28])[CH3:27])[CH2:24][CH2:25][C:20]=4[NH:19][N:18]=2)[CH2:12][CH2:11][CH2:10]3)[CH:4]=[N:3]1.CS(O[CH:34]1[CH2:39][CH2:38][N:37]([C:40](=[O:42])[CH3:41])[CH2:36][CH2:35]1)(=O)=O.C([O-])([O-])=O.[Cs+].[Cs+].